From a dataset of Reaction yield outcomes from USPTO patents with 853,638 reactions. Predict the reaction yield, written as a fraction of the theoretical maximum amount of product (1.0 means a 100% yield; for example, 0.34 means a 34% yield). (1) The reactants are C(N(CC)CC)C.[OH:8][C:9]1[CH:19]=[CH:18][CH:17]=[C:11]2[C:12]([O:14][C:15](=[O:16])[C:10]=12)=O.Cl.[NH2:21][CH:22]1[CH2:28][CH2:27][C:26](=[O:29])[NH:25][C:23]1=[O:24]. The catalyst is CN(C=O)C. The product is [O:24]=[C:23]1[CH:22]([N:21]2[C:15](=[O:16])[C:10]3[C:11](=[CH:17][CH:18]=[CH:19][C:9]=3[OH:8])[C:12]2=[O:14])[CH2:28][CH2:27][C:26](=[O:29])[NH:25]1. The yield is 0.560. (2) The reactants are [F:1][C:2]1[CH:23]=[C:22]([N+:24]([O-])=O)[CH:21]=[CH:20][C:3]=1[O:4][C:5]1[CH:19]=[CH:18][C:8]2[N:9]=[C:10]([NH:12][C:13]([CH:15]3[CH2:17][CH2:16]3)=[O:14])[S:11][C:7]=2[CH:6]=1.O.[Cl-].[NH4+]. The catalyst is C(O)C. The product is [NH2:24][C:22]1[CH:21]=[CH:20][C:3]([O:4][C:5]2[CH:19]=[CH:18][C:8]3[N:9]=[C:10]([NH:12][C:13]([CH:15]4[CH2:17][CH2:16]4)=[O:14])[S:11][C:7]=3[CH:6]=2)=[C:2]([F:1])[CH:23]=1. The yield is 0.610. (3) The reactants are [NH2:1][CH:2]1[CH2:7][N:6]([C:8](=[O:20])[C:9]2[CH:14]=[CH:13][CH:12]=[C:11]([C:15]3[O:16][CH:17]=[CH:18][CH:19]=3)[CH:10]=2)[CH2:5][CH:4]([C:21]([NH:23][C:24]2[CH:29]=[CH:28][C:27]([Cl:30])=[CH:26][CH:25]=2)=[O:22])[CH2:3]1.C(N(CC)CC)C.[C:38](Cl)(=[O:41])[CH2:39][CH3:40]. The catalyst is ClCCl. The product is [Cl:30][C:27]1[CH:26]=[CH:25][C:24]([NH:23][C:21]([CH:4]2[CH2:3][CH:2]([NH:1][C:38](=[O:41])[CH2:39][CH3:40])[CH2:7][N:6]([C:8](=[O:20])[C:9]3[CH:14]=[CH:13][CH:12]=[C:11]([C:15]4[O:16][CH:17]=[CH:18][CH:19]=4)[CH:10]=3)[CH2:5]2)=[O:22])=[CH:29][CH:28]=1. The yield is 0.490. (4) The reactants are Cl.Cl.[NH2:3][CH:4]([C:16]1[CH:21]=[CH:20][C:19]([F:22])=[CH:18][CH:17]=1)[C:5]([O:7][C@@H:8]1[CH:13]2[CH2:14][CH2:15][N:10]([CH2:11][CH2:12]2)[CH2:9]1)=[O:6].C(N(CC)CC)C.[C:30]1([S:36](Cl)(=[O:38])=[O:37])[CH:35]=[CH:34][CH:33]=[CH:32][CH:31]=1. The catalyst is C(Cl)Cl. The product is [F:22][C:19]1[CH:18]=[CH:17][C:16]([CH:4]([NH:3][S:36]([C:30]2[CH:35]=[CH:34][CH:33]=[CH:32][CH:31]=2)(=[O:38])=[O:37])[C:5]([O:7][C@@H:8]2[CH:13]3[CH2:12][CH2:11][N:10]([CH2:15][CH2:14]3)[CH2:9]2)=[O:6])=[CH:21][CH:20]=1. The yield is 0.390. (5) The reactants are [Cl:1][C:2]1[N:3]=[C:4]([C:9]([NH:11][C@H:12]2[CH2:17][CH2:16][N:15]([C:18]3[S:19][C:20]([C:26]([O:28][CH2:29][CH3:30])=[O:27])=[C:21]([C:23]([OH:25])=O)[N:22]=3)[CH2:14][C@H:13]2[O:31][CH2:32][CH3:33])=[O:10])[NH:5][C:6]=1[CH2:7][CH3:8].Cl.[F:35][CH2:36][CH2:37][NH2:38].CCN=C=NCCCN(C)C.Cl.ON1C2C=CC=CC=2N=N1. No catalyst specified. The product is [Cl:1][C:2]1[N:3]=[C:4]([C:9]([NH:11][C@H:12]2[CH2:17][CH2:16][N:15]([C:18]3[S:19][C:20]([C:26]([O:28][CH2:29][CH3:30])=[O:27])=[C:21]([C:23](=[O:25])[NH:38][CH2:37][CH2:36][F:35])[N:22]=3)[CH2:14][C@H:13]2[O:31][CH2:32][CH3:33])=[O:10])[NH:5][C:6]=1[CH2:7][CH3:8]. The yield is 0.790. (6) The reactants are [C:1]([O:4][C@H:5]1[C@H:10]([O:11][C:12](=[O:14])[CH3:13])[C@@H:9]([CH2:15][O:16][C:17](=[O:19])[CH3:18])[O:8][C@@H:7]([O:20][C@@H:21]2[C@H:27]([O:28][CH2:29][C:30]3[CH:35]=[CH:34][CH:33]=[CH:32][CH:31]=3)[C@@H:26]([O:36][CH2:37][C:38]3[CH:43]=[CH:42][CH:41]=[CH:40][CH:39]=3)[C@H:25]([CH3:44])[O:24][C@H:22]2[OH:23])[C@@H:6]1[NH:45][C:46](=[O:51])[C:47]([Cl:50])([Cl:49])[Cl:48])(=[O:3])[CH3:2].[Cl:52][C:53]([Cl:57])([Cl:56])[C:54]#[N:55].C1CCN2C(=NCCC2)CC1. The catalyst is C(Cl)Cl. The product is [Cl:52][C:53]([Cl:57])([Cl:56])[C:54]([O:23][C@@H:22]1[O:24][C@@H:25]([CH3:44])[C@H:26]([O:36][CH2:37][C:38]2[CH:39]=[CH:40][CH:41]=[CH:42][CH:43]=2)[C@@H:27]([O:28][CH2:29][C:30]2[CH:35]=[CH:34][CH:33]=[CH:32][CH:31]=2)[C@H:21]1[O:20][C@@H:7]1[O:8][C@H:9]([CH2:15][O:16][C:17](=[O:19])[CH3:18])[C@@H:10]([O:11][C:12](=[O:14])[CH3:13])[C@H:5]([O:4][C:1](=[O:3])[CH3:2])[C@H:6]1[NH:45][C:46](=[O:51])[C:47]([Cl:50])([Cl:49])[Cl:48])=[NH:55]. The yield is 0.780.